Regression/Classification. Given a drug SMILES string, predict its toxicity properties. Task type varies by dataset: regression for continuous values (e.g., LD50, hERG inhibition percentage) or binary classification for toxic/non-toxic outcomes (e.g., AMES mutagenicity, cardiotoxicity, hepatotoxicity). Dataset: herg_karim. From a dataset of hERG potassium channel inhibition data for cardiac toxicity prediction from Karim et al.. (1) The drug is Cc1nc2ccc(Cl)cc2c(=O)n1-c1ccc(OC2CCN(C3CCC3)CC2)cc1. The result is 1 (blocker). (2) The compound is CC(C(O)c1ccc2c(c1)CCC(=O)N2)N1CCC(O)(c2cccc(COc3ccccc3)c2)CC1. The result is 1 (blocker). (3) The molecule is Cc1cc(-c2cc3c(N[C@@H]4CC[C@](C)(N)C4(C)C)c(C(N)=O)cnn3c2)ccn1. The result is 0 (non-blocker). (4) The molecule is N#Cc1ccc(OCCN2CC3CN(CCCNS(=O)(=O)Cc4ccccc4)CC(C2)O3)cc1. The result is 0 (non-blocker). (5) The drug is CN(C(=O)c1ccc(-n2cccn2)cc1)[C@@H]1CCN(C2CCC2)C1. The result is 0 (non-blocker). (6) The molecule is CC[C@H](C)[C@H](C(=O)O)N1C[C@H](CN2CCC(c3cc(Cc4ccc(OCC(F)(F)F)cc4)nn3CC)CC2)[C@@H](c2cccc(F)c2)C1. The result is 1 (blocker).